Dataset: Full USPTO retrosynthesis dataset with 1.9M reactions from patents (1976-2016). Task: Predict the reactants needed to synthesize the given product. Given the product [NH2:8][C@H:9]([CH:40]([CH3:42])[CH3:41])[C:10]([O:12][C@@H:13]1[CH2:29][C@@H:28]2[C@@:16]([CH3:39])([C@@H:17]3[C@@H:25]([CH2:26][CH2:27]2)[C:24]2[C@@:20]([CH3:38])([C@@H:21]([C:31]4[CH:32]=[CH:33][C:34](=[O:37])[O:35][CH:36]=4)[CH2:22][CH:23]=2)[CH2:19][CH2:18]3)[CH2:15][CH2:14]1)=[O:11], predict the reactants needed to synthesize it. The reactants are: C(OC([NH:8][C@H:9]([CH:40]([CH3:42])[CH3:41])[C:10]([O:12][C@@H:13]1[CH2:29][C@@H:28]2[C@@:16]([CH3:39])([C@@H:17]3[C@@H:25]([CH2:26][CH2:27]2)[C@:24]2(O)[C@@:20]([CH3:38])([C@@H:21]([C:31]4[CH:32]=[CH:33][C:34](=[O:37])[O:35][CH:36]=4)[CH2:22][CH2:23]2)[CH2:19][CH2:18]3)[CH2:15][CH2:14]1)=[O:11])=O)(C)(C)C.Cl.